Dataset: Reaction yield outcomes from USPTO patents with 853,638 reactions. Task: Predict the reaction yield, written as a fraction of the theoretical maximum amount of product (1.0 means a 100% yield; for example, 0.34 means a 34% yield). (1) The reactants are [Br:1][C:2]1[CH:6]=[N:5][N:4]([CH3:7])[C:3]=1[C:8]1[CH:9]=[C:10]([NH2:16])[CH:11]=[CH:12][C:13]=1[O:14][CH3:15].[C:17]([C:20]1[CH:21]=[C:22]([N:26]=[C:27]=[O:28])[CH:23]=[CH:24][CH:25]=1)(=[O:19])[CH3:18]. The catalyst is C(Cl)Cl. The product is [C:17]([C:20]1[CH:21]=[C:22]([NH:26][C:27]([NH:16][C:10]2[CH:11]=[CH:12][C:13]([O:14][CH3:15])=[C:8]([C:3]3[N:4]([CH3:7])[N:5]=[CH:6][C:2]=3[Br:1])[CH:9]=2)=[O:28])[CH:23]=[CH:24][CH:25]=1)(=[O:19])[CH3:18]. The yield is 0.790. (2) The reactants are [H-].[Na+].CN(C)[CH:5]=[C:6]([C:10]1[CH:15]=[CH:14][C:13]([O:16][CH3:17])=[CH:12][CH:11]=1)[C:7](=O)[CH3:8].[C:19]([CH2:21][C:22]([NH2:24])=[O:23])#[N:20].CO. The catalyst is CN(C)C=O. The product is [CH3:17][O:16][C:13]1[CH:14]=[CH:15][C:10]([C:6]2[CH:5]=[C:21]([C:19]#[N:20])[C:22](=[O:23])[NH:24][C:7]=2[CH3:8])=[CH:11][CH:12]=1. The yield is 0.820. (3) The reactants are [N:1]([C:4]1[CH:5]=[C:6]([CH:19]=[C:20]([N:22]([S:26]([CH3:29])(=[O:28])=[O:27])[CH2:23][CH2:24][CH3:25])[CH:21]=1)[C:7]([NH:9][C@@H:10]([C:12]1[CH:17]=[CH:16][C:15]([F:18])=[CH:14][CH:13]=1)[CH3:11])=[O:8])=[N+:2]=[N-:3].O.O=[C:32]1O[C@H:37]([C@H](CO)O)[C:35]([O-])=[C:33]1[OH:34].[Na+]. The catalyst is CC(O)(C)C.O.S([O-])([O-])(=O)=O.[Cu+2]. The product is [C:33]([C:35]1[N:3]=[N:2][N:1]([C:4]2[CH:5]=[C:6]([CH:19]=[C:20]([N:22]([S:26]([CH3:29])(=[O:27])=[O:28])[CH2:23][CH2:24][CH3:25])[CH:21]=2)[C:7]([NH:9][C@@H:10]([C:12]2[CH:17]=[CH:16][C:15]([F:18])=[CH:14][CH:13]=2)[CH3:11])=[O:8])[CH:37]=1)(=[O:34])[CH3:32]. The yield is 1.00. (4) The reactants are C1COCC1.[CH3:6][O:7][C:8]1[CH:13]=[CH:12][C:11]([N:14]2[CH2:19][CH2:18][N:17]([C:20]3[C:21]([CH3:34])=[C:22]([CH3:33])[C:23]4[O:27][C:26]([CH2:29][OH:30])([CH3:28])[CH2:25][C:24]=4[C:31]=3[CH3:32])[CH2:16][CH2:15]2)=[CH:10][CH:9]=1.C(N(CC)CC)C.[CH3:42][S:43](Cl)(=[O:45])=[O:44]. The catalyst is O.C(OCC)(=O)C. The product is [CH3:42][S:43]([O:30][CH2:29][C:26]1([CH3:28])[CH2:25][C:24]2[C:31]([CH3:32])=[C:20]([N:17]3[CH2:16][CH2:15][N:14]([C:11]4[CH:10]=[CH:9][C:8]([O:7][CH3:6])=[CH:13][CH:12]=4)[CH2:19][CH2:18]3)[C:21]([CH3:34])=[C:22]([CH3:33])[C:23]=2[O:27]1)(=[O:45])=[O:44]. The yield is 0.920. (5) The reactants are [F:1][CH:2]([F:19])[O:3][C:4]1[CH:9]=[CH:8][CH:7]=[CH:6][C:5]=1B1OC(C)(C)C(C)(C)O1.[Br:20][C:21]1[CH:22]=[C:23]2[C:29](I)=[N:28][N:27]([CH2:31][O:32][CH2:33][CH2:34][Si:35]([CH3:38])([CH3:37])[CH3:36])[C:24]2=[N:25][CH:26]=1.C(=O)([O-])[O-].[Na+].[Na+].C(#N)C. The catalyst is C1COCC1. The product is [Br:20][C:21]1[CH:22]=[C:23]2[C:29]([C:5]3[CH:6]=[CH:7][CH:8]=[CH:9][C:4]=3[O:3][CH:2]([F:1])[F:19])=[N:28][N:27]([CH2:31][O:32][CH2:33][CH2:34][Si:35]([CH3:38])([CH3:37])[CH3:36])[C:24]2=[N:25][CH:26]=1. The yield is 0.950. (6) The reactants are [Cl:1][C:2]1[CH:3]=[C:4]([C:8]#[CH:9])[CH:5]=[CH:6][CH:7]=1.[CH2:10]([O:12][C:13]([N:15]1[CH2:20][CH2:19][NH:18][CH2:17][CH2:16]1)=[O:14])[CH3:11].[F:21][C:22]1[CH:29]=[C:28]([F:30])[CH:27]=[CH:26][C:23]=1[CH:24]=O. The catalyst is [Au](Br)(Br)Br.O. The product is [CH2:10]([O:12][C:13]([N:15]1[CH2:16][CH2:17][N:18]([CH:24]([C:23]2[CH:26]=[CH:27][C:28]([F:30])=[CH:29][C:22]=2[F:21])[C:9]#[C:8][C:4]2[CH:5]=[CH:6][CH:7]=[C:2]([Cl:1])[CH:3]=2)[CH2:19][CH2:20]1)=[O:14])[CH3:11]. The yield is 0.350.